From a dataset of SARS-CoV-2 main protease (3CLPro) crystallographic fragment screen with 879 compounds. Binary Classification. Given a drug SMILES string, predict its activity (active/inactive) in a high-throughput screening assay against a specified biological target. (1) The molecule is c1coc(CNc2nc3ccccc3[nH]2)c1. The result is 0 (inactive). (2) The compound is CC1CCN(C(=O)CCCc2ccccc2)CC1. The result is 0 (inactive). (3) The molecule is CC(C)NC(=O)N(C)C1CCS(=O)(=O)C1. The result is 0 (inactive). (4) The result is 0 (inactive). The molecule is Nc1cc(I)ccn1. (5) The drug is Cn1cc(Oc2ncncc2Cl)cn1. The result is 0 (inactive).